Task: Binary Classification. Given a T-cell receptor sequence (or CDR3 region) and an epitope sequence, predict whether binding occurs between them.. Dataset: TCR-epitope binding with 47,182 pairs between 192 epitopes and 23,139 TCRs The epitope is YVFCTVNAL. The TCR CDR3 sequence is CASSYTGGAGDTQYF. Result: 1 (the TCR binds to the epitope).